This data is from Full USPTO retrosynthesis dataset with 1.9M reactions from patents (1976-2016). The task is: Predict the reactants needed to synthesize the given product. The reactants are: [CH3:1][C:2]1[CH:3]=[C:4]([C:8](=[O:14])[C:9]([O:11][CH2:12][CH3:13])=[O:10])[CH:5]=[CH:6][CH:7]=1.[Br:15]N1C(=O)CCC1=O. Given the product [Br:15][CH2:1][C:2]1[CH:3]=[C:4]([C:8](=[O:14])[C:9]([O:11][CH2:12][CH3:13])=[O:10])[CH:5]=[CH:6][CH:7]=1, predict the reactants needed to synthesize it.